This data is from Experimentally validated miRNA-target interactions with 360,000+ pairs, plus equal number of negative samples. The task is: Binary Classification. Given a miRNA mature sequence and a target amino acid sequence, predict their likelihood of interaction. (1) The miRNA is mmu-miR-764-3p with sequence AGGAGGCCAUAGUGGCAACUGU. The protein sequence of the target gene is MEAQAQGLLETEPLQGTDEDAVASADFSSMLSEEEKEELKAELVQLEDEITTLRQVLSAKERHLVEIKQKLGMNLMNELKQNFSKSWHDMQTTTAYKKTHETLSHAGQKATAAFSNVGTAISKKFGDMSYSIRHSISMPAMRNSPTFKSFEERVETTVTSLKTKVGGTNPNGGSFEEVLSSTAHASAQSLAGGSRRTKEEELQC. Result: 0 (no interaction). (2) The miRNA is hsa-miR-7111-5p with sequence UGGGGGAGGAAGGACAGGCCAU. The protein sequence of the target gene is MKTETVPPFQETPAGSSCHLNNLLSSRKLMAVGVLLGWLLVIHLLVNVWLLCLLSALLVVLGGWLGSSLAGVASGRLHLERFIPLATCPPCPEAERQLEREINRTIQMIIRDFVLSWYRSVSQEPAFEEEMEAAMKGLVQELRRRMSVMDSHAVAQSVLTLCGCHLQSYIQAKEATAGKNGPVEPSHLWEAYCRATAPHPAVHSPSAEVTYTRGVVNLLLQGLVPKPHLETRTGRHVVVELITCNVILPLISRLSDPDWIHLVLVGIFSKARDPAPCPASAPEQPSVPTSLPLIAEVEQL.... Result: 1 (interaction).